The task is: Predict the product of the given reaction.. This data is from Forward reaction prediction with 1.9M reactions from USPTO patents (1976-2016). (1) Given the reactants N12CCCN=C1CCCCC2.[Br:12][C:13]1[N:18]([CH3:19])[C:17](=[O:20])[NH:16][C:15](=[O:21])[C:14]=1[CH3:22].Cl[CH2:24][C:25]1[CH:30]=[CH:29][C:28]([O:31][CH3:32])=[C:27]([O:33][CH3:34])[CH:26]=1, predict the reaction product. The product is: [Br:12][C:13]1[N:18]([CH3:19])[C:17](=[O:20])[N:16]([CH2:24][C:25]2[CH:30]=[CH:29][C:28]([O:31][CH3:32])=[C:27]([O:33][CH3:34])[CH:26]=2)[C:15](=[O:21])[C:14]=1[CH3:22]. (2) Given the reactants [CH:1]1([N:4]2[C:13]3[C:8](=[C:9]([NH:18][C:19](=[O:24])[C:20]([F:23])([F:22])[F:21])[C:10]([F:17])=[C:11](F)[C:12]=3[O:14][CH3:15])[C:7](=[O:25])[C:6]([C:26]#[N:27])=[CH:5]2)[CH2:3][CH2:2]1.[N:28]1[CH:33]=[CH:32][CH:31]=[CH:30][C:29]=1[NH:34][CH2:35][CH2:36][NH2:37].C(N(CC)CC)C, predict the reaction product. The product is: [CH:1]1([N:4]2[C:13]3[C:8](=[C:9]([NH:18][C:19](=[O:24])[C:20]([F:23])([F:22])[F:21])[C:10]([F:17])=[C:11]([NH:37][CH2:36][CH2:35][NH:34][C:29]4[CH:30]=[CH:31][CH:32]=[CH:33][N:28]=4)[C:12]=3[O:14][CH3:15])[C:7](=[O:25])[C:6]([C:26]#[N:27])=[CH:5]2)[CH2:2][CH2:3]1. (3) The product is: [C:1]1([C:7]2[CH:12]=[CH:11][C:10]([CH2:13][CH2:14]/[CH:15]=[CH:16]/[CH2:17][CH2:18][C:19]([OH:21])=[O:20])=[CH:9][CH:8]=2)[CH:2]=[CH:3][CH:4]=[CH:5][CH:6]=1. Given the reactants [C:1]1([C:7]2[CH:12]=[CH:11][C:10]([CH2:13][CH2:14]/[CH:15]=[CH:16]/[CH2:17][CH2:18][C:19]([O:21]CC)=[O:20])=[CH:9][CH:8]=2)[CH:6]=[CH:5][CH:4]=[CH:3][CH:2]=1, predict the reaction product. (4) Given the reactants [CH2:1]([O:3][C:4]1[CH:5]=[C:6]([CH:12]([N:17]2[CH2:25][C:24]3[C:19](=[CH:20][CH:21]=[CH:22][CH:23]=3)[C:18]2=[O:26])[CH2:13][C:14]([OH:16])=O)[CH:7]=[CH:8][C:9]=1[O:10][CH3:11])[CH3:2].C[N:28]1CCCCC1.CC[O:36][CH2:37]C, predict the reaction product. The product is: [CH2:1]([O:3][C:4]1[CH:5]=[C:6]([CH:12]([N:17]2[CH2:25][C:24]3[C:19](=[CH:20][CH:21]=[CH:22][CH:23]=3)[C:18]2=[O:26])[CH2:13][C:14]([NH:28][O:36][CH3:37])=[O:16])[CH:7]=[CH:8][C:9]=1[O:10][CH3:11])[CH3:2].